This data is from Full USPTO retrosynthesis dataset with 1.9M reactions from patents (1976-2016). The task is: Predict the reactants needed to synthesize the given product. (1) Given the product [S:31]1[C:35]2[CH:36]=[CH:37][CH:38]=[CH:39][C:34]=2[N:33]=[C:32]1[NH:40][C:26]([CH2:25][NH:24][C:22](=[O:23])[C:21]1[CH:29]=[CH:30][C:18]([S:15](=[O:17])(=[O:16])[NH:14][C:9]2[CH:10]=[CH:11][CH:12]=[CH:13][C:8]=2[O:1][C:2]2[CH:7]=[CH:6][CH:5]=[CH:4][CH:3]=2)=[CH:19][CH:20]=1)=[O:28], predict the reactants needed to synthesize it. The reactants are: [O:1]([C:8]1[CH:13]=[CH:12][CH:11]=[CH:10][C:9]=1[NH:14][S:15]([C:18]1[CH:30]=[CH:29][C:21]([C:22]([NH:24][CH2:25][C:26]([OH:28])=O)=[O:23])=[CH:20][CH:19]=1)(=[O:17])=[O:16])[C:2]1[CH:7]=[CH:6][CH:5]=[CH:4][CH:3]=1.[S:31]1[C:35]2[CH:36]=[CH:37][CH:38]=[CH:39][C:34]=2[N:33]=[C:32]1[NH2:40]. (2) Given the product [CH3:13][CH2:12][C@H:11]([C@H:10]([CH2:9][N:8]([CH3:23])[CH3:7])[CH3:22])[C:15]1[CH:20]=[CH:19][CH:18]=[C:17]([OH:21])[CH:16]=1.[ClH:44], predict the reactants needed to synthesize it. The reactants are: CC1CCCO1.[CH3:7][N:8]([CH3:23])[CH2:9][C@H:10]([CH3:22])[C@:11]([C:15]1[CH:20]=[CH:19][CH:18]=[C:17]([OH:21])[CH:16]=1)(O)[CH2:12][CH3:13].FC(F)(F)C(OC(=O)C(F)(F)F)=O.[H][H].N.CC(O)C.[ClH:44]. (3) Given the product [Cl:1][C:2]1[N:3]=[C:4]([NH:15][C:16]2[CH:21]=[CH:20][C:19]([N:22]3[CH2:27][CH2:26][N:25]([CH3:28])[CH2:24][CH2:23]3)=[C:18]([O:29][CH3:30])[CH:17]=2)[C:5]([C:12]([NH2:14])=[O:13])=[N:6][C:7]=1[CH:8]([CH3:10])[CH3:9], predict the reactants needed to synthesize it. The reactants are: [Cl:1][C:2]1[N:3]=[C:4]([NH:15][C:16]2[CH:21]=[CH:20][C:19]([N:22]3[CH2:27][CH2:26][N:25]([CH3:28])[CH2:24][CH2:23]3)=[C:18]([O:29][CH3:30])[CH:17]=2)[C:5]([C:12]([NH2:14])=[O:13])=[N:6][C:7]=1[C:8](O)([CH3:10])[CH3:9].FC(F)(F)C(O)=O.C([SiH](CC)CC)C. (4) Given the product [OH:21][C:3]12[C:13]3[C:18](=[CH:17][CH:16]=[CH:15][CH:14]=3)[C:19](=[O:20])[C:2]1([NH:1][C:27]([C:23]1[NH:22][CH:26]=[CH:25][CH:24]=1)=[O:28])[C:6]1[CH:7]=[C:8]([CH3:12])[C:9]([CH3:11])=[CH:10][C:5]=1[O:4]2, predict the reactants needed to synthesize it. The reactants are: [NH2:1][C:2]12[C:19](=[O:20])[C:18]3[C:13](=[CH:14][CH:15]=[CH:16][CH:17]=3)[C:3]1([OH:21])[O:4][C:5]1[CH:10]=[C:9]([CH3:11])[C:8]([CH3:12])=[CH:7][C:6]=12.[NH:22]1[CH:26]=[CH:25][CH:24]=[C:23]1[C:27](O)=[O:28].C1CCC(N=C=NC2CCCCC2)CC1. (5) Given the product [CH3:21][C:6]1[C:7]([O:8][C:9]2[CH:14]=[CH:13][N:12]=[C:11]([C:15]3[CH:16]=[N:17][N:18]([CH3:20])[CH:19]=3)[CH:10]=2)=[C:2]([CH3:1])[N:3]=[C:4]([NH2:22])[CH:5]=1, predict the reactants needed to synthesize it. The reactants are: [CH3:1][C:2]1[C:7]([O:8][C:9]2[CH:14]=[CH:13][N:12]=[C:11]([C:15]3[CH:16]=[N:17][N:18]([CH3:20])[CH:19]=3)[CH:10]=2)=[C:6]([CH3:21])[CH:5]=[C:4]([N+:22]([O-])=O)[N:3]=1.[NH4+].[Cl-]. (6) The reactants are: [C:1]([C:3]1[CH:4]=[N:5][C:6]2[C:11]([C:12]=1[NH:13][C:14]1[CH:19]=[CH:18][CH:17]=[C:16]3[O:20][CH2:21][O:22][C:15]=13)=[CH:10][C:9]([O:23][CH3:24])=[C:8]([O:25][CH2:26][C@@H:27]1[O:29][CH2:28]1)[CH:7]=2)#[N:2].[C:30]([N:33]1[CH2:38][CH2:37][NH:36][CH2:35][CH2:34]1)(=[O:32])[CH3:31]. Given the product [C:30]([N:33]1[CH2:38][CH2:37][N:36]([CH2:28][C@@H:27]([OH:29])[CH2:26][O:25][C:8]2[CH:7]=[C:6]3[C:11]([C:12]([NH:13][C:14]4[CH:19]=[CH:18][CH:17]=[C:16]5[O:20][CH2:21][O:22][C:15]=45)=[C:3]([C:1]#[N:2])[CH:4]=[N:5]3)=[CH:10][C:9]=2[O:23][CH3:24])[CH2:35][CH2:34]1)(=[O:32])[CH3:31], predict the reactants needed to synthesize it. (7) Given the product [BrH:14].[CH2:17]([C:16]1[N:1]=[C:2]([CH2:3][CH2:4][NH2:5])[S:13][CH:15]=1)[CH3:18], predict the reactants needed to synthesize it. The reactants are: [NH2:1][C:2](=[S:13])[CH2:3][CH2:4][NH:5]C(=O)OC(C)(C)C.[Br:14][CH2:15][C:16](=O)[CH2:17][CH3:18].